Predict the reactants needed to synthesize the given product. From a dataset of Full USPTO retrosynthesis dataset with 1.9M reactions from patents (1976-2016). (1) The reactants are: Br[C:2]1[CH:7]=[CH:6][C:5]([C:8]2[CH:17]=[CH:16][C:15]3[C:10](=[CH:11][CH:12]=[CH:13][CH:14]=3)[CH:9]=2)=[CH:4][CH:3]=1.CCCCCC.C([Li])CCC.C([O:32][B:33](OC(C)C)[O:34]C(C)C)(C)C.Cl. Given the product [CH:9]1[C:10]2[C:15](=[CH:14][CH:13]=[CH:12][CH:11]=2)[CH:16]=[CH:17][C:8]=1[C:5]1[CH:6]=[CH:7][C:2]([B:33]([OH:34])[OH:32])=[CH:3][CH:4]=1, predict the reactants needed to synthesize it. (2) Given the product [O:19]1[CH2:20][CH2:21][CH:16]([NH:15][C:11]2[N:10]=[C:9]([C:7]3[CH:6]=[CH:5][NH:4][C:3](=[O:23])[CH:8]=3)[CH:14]=[CH:13][N:12]=2)[CH2:17][CH2:18]1, predict the reactants needed to synthesize it. The reactants are: Cl.F[C:3]1[CH:8]=[C:7]([C:9]2[CH:14]=[CH:13][N:12]=[C:11]([NH:15][CH:16]3[CH2:21][CH2:20][O:19][CH2:18][CH2:17]3)[N:10]=2)[CH:6]=[CH:5][N:4]=1.C([O-])(O)=[O:23].[Na+]. (3) Given the product [CH:35]1([C:38]([NH:1][C:2]2[S:3][C:4]3[C:9]([N:10]=2)=[CH:8][CH:7]=[C:6]([O:11][C:12]2[CH:13]=[C:14]([NH:18][C:19]([C:21]4[N:25]([CH3:26])[N:24]=[C:23]([CH3:27])[CH:22]=4)=[O:20])[CH:15]=[CH:16][CH:17]=2)[N:5]=3)=[O:39])[CH2:37][CH2:36]1, predict the reactants needed to synthesize it. The reactants are: [NH2:1][C:2]1[S:3][C:4]2[C:9]([N:10]=1)=[CH:8][CH:7]=[C:6]([O:11][C:12]1[CH:13]=[C:14]([NH:18][C:19]([C:21]3[N:25]([CH3:26])[N:24]=[C:23]([CH3:27])[CH:22]=3)=[O:20])[CH:15]=[CH:16][CH:17]=1)[N:5]=2.C(N(CC)CC)C.[CH:35]1([C:38](Cl)=[O:39])[CH2:37][CH2:36]1. (4) Given the product [CH:36]1([C:34]2[CH:35]=[C:31]([NH:30][C:28]3[C:27]([C:39]#[CH:40])=[CH:26][N:25]=[C:24]([C:10]4[CH:9]=[C:8]([S:5]([NH:4][CH2:3][CH2:2][OH:1])(=[O:6])=[O:7])[CH:13]=[CH:12][CH:11]=4)[N:29]=3)[NH:32][N:33]=2)[CH2:38][CH2:37]1, predict the reactants needed to synthesize it. The reactants are: [OH:1][CH2:2][CH2:3][NH:4][S:5]([C:8]1[CH:13]=[CH:12][CH:11]=[C:10](B2OC(C)(C)C(C)(C)O2)[CH:9]=1)(=[O:7])=[O:6].Br[C:24]1[N:29]=[C:28]([NH:30][C:31]2[CH:35]=[C:34]([CH:36]3[CH2:38][CH2:37]3)[NH:33][N:32]=2)[C:27]([C:39]#[C:40][Si](C)(C)C)=[CH:26][N:25]=1.C1(C2NN=C(NC3C(C#C)=CN=C(C4C=C(S(N)(=O)=O)C=CC=4)N=3)C=2)CC1.